This data is from Peptide-MHC class II binding affinity with 134,281 pairs from IEDB. The task is: Regression. Given a peptide amino acid sequence and an MHC pseudo amino acid sequence, predict their binding affinity value. This is MHC class II binding data. (1) The peptide sequence is SDYVYEPFPKRVWEQ. The MHC is HLA-DQA10201-DQB10202 with pseudo-sequence HLA-DQA10201-DQB10202. The binding affinity (normalized) is 0. (2) The peptide sequence is LDSQLNRLKSLTDDLQR. The binding affinity (normalized) is 0. The MHC is DRB1_0301 with pseudo-sequence DRB1_0301. (3) The peptide sequence is FDPYGATISATPESK. The MHC is HLA-DPA10201-DPB10501 with pseudo-sequence HLA-DPA10201-DPB10501. The binding affinity (normalized) is 0.0650.